From a dataset of Reaction yield outcomes from USPTO patents with 853,638 reactions. Predict the reaction yield, written as a fraction of the theoretical maximum amount of product (1.0 means a 100% yield; for example, 0.34 means a 34% yield). (1) The reactants are Cl.Cl[CH2:3][C:4]1[CH:5]=[C:6]([NH:12][C:13]([C:15]2[S:16][CH:17]=[CH:18][CH:19]=2)=[NH:14])[CH:7]=[CH:8][C:9]=1[O:10][CH3:11].[NH3:20]. No catalyst specified. The product is [NH2:20][CH2:3][C:4]1[CH:5]=[C:6]([NH:12][C:13]([C:15]2[S:16][CH:17]=[CH:18][CH:19]=2)=[NH:14])[CH:7]=[CH:8][C:9]=1[O:10][CH3:11]. The yield is 0.180. (2) The reactants are CS(O[CH2:6][C:7]1[CH:12]=[CH:11][C:10]([CH2:13][CH2:14][NH:15][C:16]([O:18][C:19]([CH3:22])([CH3:21])[CH3:20])=[O:17])=[CH:9][CH:8]=1)(=O)=O.[CH:23]([N:26](CC)[CH:27](C)C)(C)C.CNC. The catalyst is O1CCCC1. The product is [CH3:23][N:26]([CH2:6][C:7]1[CH:12]=[CH:11][C:10]([CH2:13][CH2:14][NH:15][C:16](=[O:17])[O:18][C:19]([CH3:22])([CH3:21])[CH3:20])=[CH:9][CH:8]=1)[CH3:27]. The yield is 0.540. (3) The reactants are [C:9](O[C:9]([O:11][C:12]([CH3:15])([CH3:14])[CH3:13])=[O:10])([O:11][C:12]([CH3:15])([CH3:14])[CH3:13])=[O:10].[NH:16]1[C:24]2[CH:23]=[CH:22][CH:21]=[C:20]([C:25]([O:27][CH3:28])=[O:26])[C:19]=2[CH:18]=[CH:17]1. The catalyst is CN(C1C=CN=CC=1)C.C(#N)C.C(OCC)(=O)C. The product is [N:16]1([C:9]([O:11][C:12]([CH3:13])([CH3:14])[CH3:15])=[O:10])[C:24]2[CH:23]=[CH:22][CH:21]=[C:20]([C:25]([O:27][CH3:28])=[O:26])[C:19]=2[CH:18]=[CH:17]1. The yield is 1.00. (4) The reactants are [F:1][C:2]1[CH:7]=[C:6]([N+:8]([O-:10])=[O:9])[CH:5]=[CH:4][C:3]=1[NH:11][C@H:12]([CH2:15][CH3:16])[CH2:13][OH:14].C(O[CH:20](O)[C:21]([F:24])([F:23])[F:22])C.C1(C)C=CC(S(O)(=O)=O)=CC=1. The catalyst is C1C=CC=CC=1. The product is [F:1][C:2]1[CH:7]=[C:6]([N+:8]([O-:10])=[O:9])[CH:5]=[CH:4][C:3]=1[N:11]1[C@H:12]([CH2:15][CH3:16])[CH2:13][O:14][CH:20]1[C:21]([F:24])([F:23])[F:22]. The yield is 0.850. (5) The reactants are Cl.[Cl:2][C:3]1[CH:22]=[CH:21][C:6]([CH:7]=[C:8]2[CH2:13][CH2:12][N:11](C(OC(C)(C)C)=O)[CH2:10][CH2:9]2)=[CH:5][CH:4]=1. The catalyst is CO. The product is [ClH:2].[Cl:2][C:3]1[CH:4]=[CH:5][C:6]([CH:7]=[C:8]2[CH2:9][CH2:10][NH:11][CH2:12][CH2:13]2)=[CH:21][CH:22]=1. The yield is 0.990. (6) The catalyst is CN(C=O)C.O. The yield is 0.990. The reactants are [NH2:1][C:2]1[CH:9]=[CH:8][C:5]([CH2:6][NH2:7])=[CH:4][CH:3]=1.C([O-])(O)=O.[Na+].[N+:15]([C:18]1[CH:23]=[C:22]([N+:24]([O-:26])=[O:25])[CH:21]=[CH:20][C:19]=1F)([O-:17])=[O:16]. The product is [NH2:1][C:2]1[CH:9]=[CH:8][C:5]([CH2:6][NH:7][C:19]2[CH:20]=[CH:21][C:22]([N+:24]([O-:26])=[O:25])=[CH:23][C:18]=2[N+:15]([O-:17])=[O:16])=[CH:4][CH:3]=1.